The task is: Binary Classification. Given a miRNA mature sequence and a target amino acid sequence, predict their likelihood of interaction.. This data is from Experimentally validated miRNA-target interactions with 360,000+ pairs, plus equal number of negative samples. (1) The miRNA is hsa-miR-6761-5p with sequence UCUGAGAGAGCUCGAUGGCAG. The protein sequence of the target gene is MACYIYQLPSWVLDDLCRNMDALSEWDWMEFASYVITDLTQLRKIKSMERVQGVSITRELLWWWGMRQATVQQLVDLLCRLELYRAAQIILNWKPAPEIRCPIPAFPDSVKPEKPLAASVRKAEDEQEEGQPVRMATFPGPGSSPARAHQPAFLQPPEEDAPHSLRSDLPTSSDSKDFSTSIPKQEKLLSLAGDSLFWSEADVVQATDDFNQNRKISQGTFADVYRGHRHGKPFVFKKLRETACSSPGSIERFFQAELQICLRCCHPNVLPVLGFCAARQFHSFIYPYMANGSLQDRLQG.... Result: 1 (interaction). (2) Result: 1 (interaction). The miRNA is hsa-miR-4522 with sequence UGACUCUGCCUGUAGGCCGGU. The protein sequence of the target gene is MEEISLANLDTNKLEAIAQEIYVDLIEDSCLGFCFEVHRAVKCGYFYLEFAETGSVKDFGIQPVEDKGACRLPLCSLPGEPGNGPDQQLQRSPPEFQ. (3) The miRNA is mmu-miR-99a-5p with sequence AACCCGUAGAUCCGAUCUUGUG. The protein sequence of the target gene is MATGTGKHKLLSTGPTEPWSIREKLCLASSVMRSGDQNWVSVSRAIKPFAEPGRPPDWFSQKHCASQYSELLETTETPKRKRGEKGEVVETVEDVIVRKLTAERVEELKKVIKETQERYRRLKRDAELIQAGHMDSRLDELCNDIAMKKKLEEEEAEVKRKATDAAYQARQAVKTPPRRLPTVMVRSPVDSASPGGDYPLGDLTPTTMEEATSGVTPGTLPSTPVTSFPGIPDTLPPGSAPLEAPMTPITDDSPQKKMLGQKATPPPSPLLSELLKKGSLLPTSPRLVNESEMPVPPGHL.... Result: 0 (no interaction).